Dataset: Peptide-MHC class I binding affinity with 185,985 pairs from IEDB/IMGT. Task: Regression. Given a peptide amino acid sequence and an MHC pseudo amino acid sequence, predict their binding affinity value. This is MHC class I binding data. (1) The peptide sequence is RPAPARLPL. The MHC is HLA-B35:01 with pseudo-sequence HLA-B35:01. The binding affinity (normalized) is 0.671. (2) The peptide sequence is RRLTVCGGIMF. The MHC is HLA-B07:02 with pseudo-sequence HLA-B07:02. The binding affinity (normalized) is 0.213. (3) The peptide sequence is EHNGGDDPL. The MHC is HLA-B40:01 with pseudo-sequence HLA-B40:01. The binding affinity (normalized) is 0.213. (4) The peptide sequence is YLLLTTNGT. The MHC is HLA-A24:03 with pseudo-sequence HLA-A24:03. The binding affinity (normalized) is 0.586. (5) The peptide sequence is IVTDSQYAL. The MHC is HLA-A68:02 with pseudo-sequence HLA-A68:02. The binding affinity (normalized) is 0.244. (6) The peptide sequence is AVVPIIPFL. The MHC is HLA-A02:01 with pseudo-sequence HLA-A02:01. The binding affinity (normalized) is 0.359. (7) The peptide sequence is TVWLSVIWMM. The MHC is HLA-A03:01 with pseudo-sequence HLA-A03:01. The binding affinity (normalized) is 0. (8) The peptide sequence is QDQDHTQEA. The MHC is HLA-A02:01 with pseudo-sequence HLA-A02:01. The binding affinity (normalized) is 0. (9) The peptide sequence is PLARTAKVK. The MHC is HLA-A11:01 with pseudo-sequence HLA-A11:01. The binding affinity (normalized) is 0.00303.